From a dataset of Full USPTO retrosynthesis dataset with 1.9M reactions from patents (1976-2016). Predict the reactants needed to synthesize the given product. (1) Given the product [Cl:1][C:2]1[CH:3]=[C:4]([N:24]([C@H:27]2[CH2:32][CH2:31][C@H:30]([N:33]([CH3:35])[CH3:34])[CH2:29][CH2:28]2)[CH2:25][CH3:26])[C:5]([CH3:23])=[C:6]([CH:22]=1)[C:7]([NH:9][CH2:10][C:11]1[C:15](=[O:16])[N:14]([CH:18]([CH3:20])[CH3:19])[NH:13][C:12]=1[CH3:21])=[O:8], predict the reactants needed to synthesize it. The reactants are: [Cl:1][C:2]1[CH:3]=[C:4]([N:24]([C@H:27]2[CH2:32][CH2:31][C@H:30]([N:33]([CH3:35])[CH3:34])[CH2:29][CH2:28]2)[CH2:25][CH3:26])[C:5]([CH3:23])=[C:6]([CH:22]=1)[C:7]([NH:9][CH2:10][C:11]1[C:12]([CH3:21])=[N:13][N:14]([CH:18]([CH3:20])[CH3:19])[C:15]=1[O:16]C)=[O:8]. (2) Given the product [C:1]1([O:7][C:8](=[O:33])[N:9]([C@:11]([C:25]2[CH:30]=[CH:29][C:28]([Cl:31])=[C:27]([Cl:32])[CH:26]=2)([CH2:22][CH2:23][CH2:24][OH:34])[CH2:12][N:13]([CH3:21])[C:14](=[O:20])[CH2:15][C:16]([F:19])([F:18])[F:17])[CH3:10])[CH:6]=[CH:5][CH:4]=[CH:3][CH:2]=1, predict the reactants needed to synthesize it. The reactants are: [C:1]1([O:7][C:8](=[O:33])[N:9]([C@:11]([C:25]2[CH:30]=[CH:29][C:28]([Cl:31])=[C:27]([Cl:32])[CH:26]=2)([CH2:22][CH:23]=[CH2:24])[CH2:12][N:13]([CH3:21])[C:14](=[O:20])[CH2:15][C:16]([F:19])([F:18])[F:17])[CH3:10])[CH:6]=[CH:5][CH:4]=[CH:3][CH:2]=1.[OH2:34].[OH-].[Na+].OO. (3) Given the product [F:1][C:2]([F:12])([F:11])[O:3][C:4]1[CH:9]=[CH:8][C:7]([O:19][C:13]2[CH:18]=[CH:17][CH:16]=[CH:15][CH:14]=2)=[CH:6][CH:5]=1, predict the reactants needed to synthesize it. The reactants are: [F:1][C:2]([F:12])([F:11])[O:3][C:4]1[CH:9]=[CH:8][C:7](Br)=[CH:6][CH:5]=1.[C:13]1([OH:19])[CH:18]=[CH:17][CH:16]=[CH:15][CH:14]=1.C(=O)([O-])[O-].[K+].[K+]. (4) Given the product [C:28]([C:30]1[CH:35]=[CH:34][N:33]=[C:32]([C:36]([NH:1][C:2]2[N:3]=[CH:4][C:5]3[N:10]([CH3:11])[CH:9]=[C:8]([CH:12]4[CH2:13][CH2:14][N:15]([C:18]([CH:20]5[CH2:24][CH2:23][CH2:22][CH2:21]5)=[O:19])[CH2:16][CH2:17]4)[C:6]=3[N:7]=2)=[O:37])[CH:31]=1)#[N:29], predict the reactants needed to synthesize it. The reactants are: [NH2:1][C:2]1[N:3]=[CH:4][C:5]2[N:10]([CH3:11])[CH:9]=[C:8]([CH:12]3[CH2:17][CH2:16][N:15]([C:18]([CH:20]4[CH2:24][CH2:23][CH2:22][CH2:21]4)=[O:19])[CH2:14][CH2:13]3)[C:6]=2[N:7]=1.C(Cl)Cl.[C:28]([C:30]1[CH:35]=[CH:34][N:33]=[C:32]([C:36](Cl)=[O:37])[CH:31]=1)#[N:29]. (5) Given the product [F:1][C:2]1[CH:22]=[CH:21][C:5]([CH2:6][O:7][C:8]2[CH:13]=[CH:12][C:11]([CH:14]([CH:18]([CH3:20])[CH3:19])[C:15]([NH:42][C:43]3[S:44][S:45][C:46](=[S:48])[N:47]=3)=[O:16])=[CH:10][CH:9]=2)=[CH:4][CH:3]=1, predict the reactants needed to synthesize it. The reactants are: [F:1][C:2]1[CH:22]=[CH:21][C:5]([CH2:6][O:7][C:8]2[CH:13]=[CH:12][C:11]([CH:14]([CH:18]([CH3:20])[CH3:19])[C:15](O)=[O:16])=[CH:10][CH:9]=2)=[CH:4][CH:3]=1.C(N1C=CN=C1)(N1C=CN=C1)=O.N1C=CN=C1.[H-].[Na+].[NH2:42][C:43]1[S:44][S:45][C:46](=[S:48])[N:47]=1.O.[Cl-].[NH4+]. (6) Given the product [F:10][C:11]1[CH:12]=[C:13]([C@@H:18]2[CH2:28][CH2:27][C@@H:26]([O:29][Si:30]([CH:34]([CH3:36])[CH3:35])([CH:37]([CH3:39])[CH3:38])[CH:31]([CH3:32])[CH3:33])[C:21]3=[N:22][CH:23]=[CH:24][CH:25]=[C:20]3[C@H:19]2[OH:40])[CH:14]=[C:15]([F:17])[CH:16]=1, predict the reactants needed to synthesize it. The reactants are: [BH4-].[Li+].COC1CCCC1.[F:10][C:11]1[CH:12]=[C:13]([C@@H:18]2[CH2:28][CH2:27][C@@H:26]([O:29][Si:30]([CH:37]([CH3:39])[CH3:38])([CH:34]([CH3:36])[CH3:35])[CH:31]([CH3:33])[CH3:32])[C:21]3=[N:22][CH:23]=[CH:24][CH:25]=[C:20]3[C:19]2=[O:40])[CH:14]=[C:15]([F:17])[CH:16]=1.